Dataset: Retrosynthesis with 50K atom-mapped reactions and 10 reaction types from USPTO. Task: Predict the reactants needed to synthesize the given product. Given the product Oc1ccc2cc(-c3cnc(-c4ccccc4)o3)ccc2c1, predict the reactants needed to synthesize it. The reactants are: COc1ccc2cc(-c3cnc(-c4ccccc4)o3)ccc2c1.